Dataset: Forward reaction prediction with 1.9M reactions from USPTO patents (1976-2016). Task: Predict the product of the given reaction. (1) Given the reactants C([O:8][N:9]1[C:15](=[O:16])[N:14]2[CH2:17][C@H:10]1[CH2:11][CH2:12][C@H:13]2[C:18]([NH:20][O:21][CH:22]1[CH2:25][N:24]([C:26]([O:28][C:29]([CH3:32])([CH3:31])[CH3:30])=[O:27])[CH2:23]1)=[O:19])C1C=CC=CC=1.[H][H], predict the reaction product. The product is: [OH:8][N:9]1[C:15](=[O:16])[N:14]2[CH2:17][C@H:10]1[CH2:11][CH2:12][C@H:13]2[C:18]([NH:20][O:21][CH:22]1[CH2:23][N:24]([C:26]([O:28][C:29]([CH3:32])([CH3:31])[CH3:30])=[O:27])[CH2:25]1)=[O:19]. (2) Given the reactants [F:1][C:2]1[CH:7]=[CH:6][C:5]([C:8]2[N:12]=[C:11]([NH2:13])[NH:10][N:9]=2)=[CH:4][CH:3]=1.CC1C=CC(S(O)(=O)=O)=CC=1.[Cl:25][C:26]1[CH:31]=[CH:30][C:29]([C:32](=O)[CH2:33][C:34](OCC)=[O:35])=[CH:28][C:27]=1[O:40][CH3:41], predict the reaction product. The product is: [Cl:25][C:26]1[CH:31]=[CH:30][C:29]([C:32]2[NH:13][C:11]3[N:10]([N:9]=[C:8]([C:5]4[CH:4]=[CH:3][C:2]([F:1])=[CH:7][CH:6]=4)[N:12]=3)[C:34](=[O:35])[CH:33]=2)=[CH:28][C:27]=1[O:40][CH3:41]. (3) The product is: [C:17]([O:20][C:21]1[CH:26]=[CH:25][C:24]([Cl:27])=[CH:23][C:22]=1[C@H:28]1[C@H:29]([C:30]2[CH:35]=[CH:34][CH:33]=[CH:32][C:31]=2[Br:36])[CH2:9][N:8]([CH2:1][C:2]2[CH:3]=[CH:4][CH:5]=[CH:6][CH:7]=2)[CH2:14]1)(=[O:19])[CH3:18]. Given the reactants [CH2:1]([N:8]([CH2:14]OC)[CH2:9][Si](C)(C)C)[C:2]1[CH:7]=[CH:6][CH:5]=[CH:4][CH:3]=1.[C:17]([O:20][C:21]1[CH:26]=[CH:25][C:24]([Cl:27])=[CH:23][C:22]=1/[CH:28]=[CH:29]/[C:30]1[CH:35]=[CH:34][CH:33]=[CH:32][C:31]=1[Br:36])(=[O:19])[CH3:18].O, predict the reaction product. (4) Given the reactants [CH3:1][O:2][C:3]1[CH:4]=[C:5]2[C:9](=[CH:10][C:11]=1[O:12][CH3:13])[N:8]([CH3:14])[CH:7]=[C:6]2[C:15]1[N:37](S(C2C=CC(C)=CC=2)(=O)=O)[C:18]2=[N:19][CH:20]=[CH:21][C:22]([CH2:23][NH:24][C:25]3[CH:30]=[CH:29][C:28]([N:31]4[CH2:36][CH2:35][O:34][CH2:33][CH2:32]4)=[CH:27][CH:26]=3)=[C:17]2[CH:16]=1.[OH-].[K+], predict the reaction product. The product is: [CH3:1][O:2][C:3]1[CH:4]=[C:5]2[C:9](=[CH:10][C:11]=1[O:12][CH3:13])[N:8]([CH3:14])[CH:7]=[C:6]2[C:15]1[NH:37][C:18]2=[N:19][CH:20]=[CH:21][C:22]([CH2:23][NH:24][C:25]3[CH:26]=[CH:27][C:28]([N:31]4[CH2:32][CH2:33][O:34][CH2:35][CH2:36]4)=[CH:29][CH:30]=3)=[C:17]2[CH:16]=1. (5) Given the reactants [Br:1][C:2]1[CH:7]=[C:6]([CH3:8])[CH:5]=[CH:4][C:3]=1[OH:9].C([O-])([O-])=O.[K+].[K+].[CH2:16](Br)[C:17]1[CH:22]=[CH:21][CH:20]=[CH:19][CH:18]=1.O, predict the reaction product. The product is: [CH2:16]([O:9][C:3]1[CH:4]=[CH:5][C:6]([CH3:8])=[CH:7][C:2]=1[Br:1])[C:17]1[CH:22]=[CH:21][CH:20]=[CH:19][CH:18]=1.